Dataset: Catalyst prediction with 721,799 reactions and 888 catalyst types from USPTO. Task: Predict which catalyst facilitates the given reaction. Reactant: CN(C1C(C2C(P(C3CCCCC3)C3CCCCC3)=CC=CC=2)=CC=CC=1)C.CC(C)([O-])C.[Na+].Br[C:36]1[CH:41]=[CH:40][CH:39]=[C:38]([O:42][CH:43]([CH3:45])[CH3:44])[N:37]=1.[NH2:46][C@H:47]1[C:56]2[C:51](=[CH:52][CH:53]=[CH:54][CH:55]=2)[N:50]([C:57](=[O:59])[CH3:58])[C@@H:49]([CH:60]2[CH2:62][CH2:61]2)[C@@H:48]1[CH3:63]. Product: [CH:60]1([C@H:49]2[C@H:48]([CH3:63])[C@@H:47]([NH:46][C:36]3[CH:41]=[CH:40][CH:39]=[C:38]([O:42][CH:43]([CH3:45])[CH3:44])[N:37]=3)[C:56]3[C:51](=[CH:52][CH:53]=[CH:54][CH:55]=3)[N:50]2[C:57](=[O:59])[CH3:58])[CH2:61][CH2:62]1. The catalyst class is: 62.